Dataset: Experimentally validated miRNA-target interactions with 360,000+ pairs, plus equal number of negative samples. Task: Binary Classification. Given a miRNA mature sequence and a target amino acid sequence, predict their likelihood of interaction. (1) The miRNA is hsa-miR-4516 with sequence GGGAGAAGGGUCGGGGC. The protein sequence of the target gene is MAAAVPRAAFLSPLLPLLLGFLLLSAPHGGSGLHTKGALPLDTVTFYKVIPKSKFVLVKFDTQYPYGEKQDEFKRLAENSASSDDLLVAEVGISDYGDKLNMELSEKYKLDKESYPVFYLFRDGDFENPVPYTGAVKVGAIQRWLKGQGVYLGMPGCLPVYDALAGEFIRASGVEARQALLKQGQDNLSSVKETQKKWAEQYLKIMGKILDQGEDFPASEMTRIARLIEKNKMSDGKKEELQKSLNILTAFQKKGAEKEEL. Result: 0 (no interaction). (2) The miRNA is mmu-miR-465b-3p with sequence GAUCAGGGCCUUUCUAAGUAGA. The protein sequence of the target gene is MTLESMMACCLSDEVKESKRINAEIEKQLRRDKRDARRELKLLLLGTGESGKSTFIKQMRIIHGAGYSEEDKRGFTKLVYQNIFTAMQAMIRAMETLKILYKYEQNKANALLIREVDVEKVTTFEHQYVSAIKTLWEDPGIQECYDRRREYQLSDSAKYYLTDVDRIATLGYLPTQQDVLRVRVPTTGIIEYPFDLENIIFRMVDVGGQRSERRKWIHCFENVTSIMFLVALSEYDQVLVESDNENRMEESKALFRTIITYPWFQNSSVILFLNKKDLLEDKILYSHLVDYFPEFDGPQR.... Result: 0 (no interaction).